This data is from Forward reaction prediction with 1.9M reactions from USPTO patents (1976-2016). The task is: Predict the product of the given reaction. (1) Given the reactants [CH:1]1([C@H:7]([OH:22])[C@H:8]([N:11]2[C:19](=[O:20])[C:18]3[C:13](=[CH:14][CH:15]=[CH:16][CH:17]=3)[C:12]2=[O:21])[CH:9]=O)[CH2:6][CH2:5][CH2:4][CH2:3][CH2:2]1.C(O)(=O)C.[CH3:27][NH2:28], predict the reaction product. The product is: [CH:1]1([C@H:7]([OH:22])[C@H:8]([N:11]2[C:19](=[O:20])[C:18]3[C:13](=[CH:14][CH:15]=[CH:16][CH:17]=3)[C:12]2=[O:21])[CH2:9][NH:28][CH3:27])[CH2:6][CH2:5][CH2:4][CH2:3][CH2:2]1. (2) Given the reactants [CH2:1]([O:3][C:4](=[O:30])[CH:5]([N:7]1[CH2:12][CH2:11][CH2:10][C:9](NC(OC(C)(C)C)=O)([NH:13]C(OC(C)(C)C)=O)[C:8]1=[O:29])[CH3:6])[CH3:2].C(OC(=O)NC1CCCN(CC2NC(C3C=CC(C4C=CC(C5NC(C6CCCN6C(=O)C(NC(OC)=O)C(C)C)=NC=5)=CC=4)=CC=3)=CN=2)C1=O)(C)(C)C, predict the reaction product. The product is: [CH2:1]([O:3][C:4](=[O:30])[CH:5]([N:7]1[CH2:12][CH2:11][CH2:10][CH:9]([NH2:13])[C:8]1=[O:29])[CH3:6])[CH3:2]. (3) Given the reactants [CH2:1]([O:3][P:4](/[CH:9]=[CH:10]/[C:11](=[CH2:15])[CH2:12][CH2:13][OH:14])(=[O:8])[O:5][CH2:6][CH3:7])[CH3:2].C(N(CC)CC)C.[S:23](Cl)([C:26]1[CH:32]=[CH:31][C:29]([CH3:30])=[CH:28][CH:27]=1)(=[O:25])=[O:24].CN(C1C=CC=CN=1)C, predict the reaction product. The product is: [CH2:6]([O:5][P:4](/[CH:9]=[CH:10]/[C:11](=[CH2:15])[CH2:12][CH2:13][O:14][S:23]([C:26]1[CH:32]=[CH:31][C:29]([CH3:30])=[CH:28][CH:27]=1)(=[O:25])=[O:24])(=[O:8])[O:3][CH2:1][CH3:2])[CH3:7].